Dataset: In vitro SARS-CoV-2 activity screen of 1,480 approved drugs from Prestwick library. Task: Binary Classification. Given a drug SMILES string, predict its activity (active/inactive) in a high-throughput screening assay against a specified biological target. (1) The molecule is N[C@@H](Cc1c[nH]c2ccccc12)C(=O)O. The result is 0 (inactive). (2) The drug is CCCCN=C(N)N=C(N)N. The result is 0 (inactive). (3) The compound is Nc1nc2cc(Cl)ccc2o1. The result is 0 (inactive). (4) The compound is CN(C/C=C/c1ccccc1)Cc1cccc2ccccc12.Cl. The result is 0 (inactive). (5) The drug is NC[C@@H]1O[C@H](O[C@@H]2[C@@H](CO)O[C@@H](O[C@@H]3[C@@H](O)[C@H](N)C[C@H](N)[C@H]3O[C@H]3O[C@H](CO)[C@@H](O)[C@H](O)[C@H]3N)[C@@H]2O)[C@H](N)[C@@H](O)[C@@H]1O.O=S(=O)(O)O. The result is 0 (inactive). (6) The drug is Cl.O=C1NCC2(CCN(CCc3ccccc3)CC2)O1. The result is 0 (inactive). (7) The result is 0 (inactive). The drug is O=C(CCNNC(=O)c1ccncc1)NCc1ccccc1.